Task: Predict the reaction yield, written as a fraction of the theoretical maximum amount of product (1.0 means a 100% yield; for example, 0.34 means a 34% yield).. Dataset: Reaction yield outcomes from USPTO patents with 853,638 reactions (1) The reactants are [OH:1]/[N:2]=[C:3]1\[CH2:4][C:5]2([O:18][C:19]3[C:24]\1=[CH:23][CH:22]=[CH:21][CH:20]=3)[CH2:10][CH2:9][N:8]([C:11]([O:13][C:14]([CH3:17])([CH3:16])[CH3:15])=[O:12])[CH2:7][CH2:6]2.[CH3:25][C:26]1[CH:31]=[CH:30][C:29]([S:32](Cl)(=[O:34])=[O:33])=[CH:28][CH:27]=1. The catalyst is N1C=CC=CC=1. The product is [S:32]([O:1]/[N:2]=[C:3]1\[CH2:4][C:5]2([O:18][C:19]3[C:24]\1=[CH:23][CH:22]=[CH:21][CH:20]=3)[CH2:10][CH2:9][N:8]([C:11]([O:13][C:14]([CH3:17])([CH3:16])[CH3:15])=[O:12])[CH2:7][CH2:6]2)([C:29]1[CH:30]=[CH:31][C:26]([CH3:25])=[CH:27][CH:28]=1)(=[O:34])=[O:33]. The yield is 0.810. (2) The reactants are O1C2C=CC=CC=2N=C1.NC1C=CC=CC=1.C(OC(=O)[NH:23][CH:24]1[CH2:29][CH2:28][N:27]([S:30]([C:33]2[C:41]3[O:40]C(C(C)(C)C)=[N:38][C:37]=3[CH:36]=[CH:35][C:34]=2[Cl:46])(=[O:32])=[O:31])[CH2:26][CH2:25]1)(C)(C)C.OS(O)(=O)=O. The catalyst is O1CCOCC1.O. The product is [NH2:38][C:37]1[C:41]([OH:40])=[C:33]([S:30]([N:27]2[CH2:26][CH2:25][CH:24]([NH2:23])[CH2:29][CH2:28]2)(=[O:32])=[O:31])[C:34]([Cl:46])=[CH:35][CH:36]=1. The yield is 0.750. (3) The reactants are Cl.[C:2]([C:6]1[CH:11]=[C:10]([S:12][CH:13]2[CH2:18][CH2:17][NH:16][CH2:15][CH2:14]2)[CH:9]=[C:8]([C:19]([CH3:22])([CH3:21])[CH3:20])[C:7]=1[OH:23])([CH3:5])([CH3:4])[CH3:3].C(N(CC)CC)C.[CH2:31]([O:33][C:34]([C:36]1[NH:37][C:38]([S:41](Cl)(=[O:43])=[O:42])=[N:39][CH:40]=1)=[O:35])[CH3:32]. The catalyst is ClCCl. The product is [CH2:31]([O:33][C:34]([C:36]1[NH:37][C:38]([S:41]([N:16]2[CH2:17][CH2:18][CH:13]([S:12][C:10]3[CH:9]=[C:8]([C:19]([CH3:22])([CH3:21])[CH3:20])[C:7]([OH:23])=[C:6]([C:2]([CH3:5])([CH3:4])[CH3:3])[CH:11]=3)[CH2:14][CH2:15]2)(=[O:42])=[O:43])=[N:39][CH:40]=1)=[O:35])[CH3:32]. The yield is 0.660. (4) The reactants are [C:1]([O:5][C:6]([N:8]([CH2:32][C@H:33]1[CH2:42][CH2:41][C:40]2[C:35](=[CH:36][CH:37]=[C:38]([C:43]3[CH:52]=[CH:51][C:46]([C:47]([O:49][CH3:50])=[O:48])=[CH:45][CH:44]=3)[CH:39]=2)[O:34]1)[CH2:9][C@H:10]([O:24][Si](C(C)(C)C)(C)C)[C:11]1[CH:12]=[N:13][C:14]([N:17]2[C:21]([CH3:22])=[CH:20][CH:19]=[C:18]2[CH3:23])=[CH:15][CH:16]=1)=[O:7])([CH3:4])([CH3:3])[CH3:2].[F-].C([N+](CCCC)(CCCC)CCCC)CCC. The catalyst is C1COCC1. The product is [C:1]([O:5][C:6]([N:8]([CH2:32][C@H:33]1[CH2:42][CH2:41][C:40]2[C:35](=[CH:36][CH:37]=[C:38]([C:43]3[CH:52]=[CH:51][C:46]([C:47]([O:49][CH3:50])=[O:48])=[CH:45][CH:44]=3)[CH:39]=2)[O:34]1)[CH2:9][C@@H:10]([C:11]1[CH:12]=[N:13][C:14]([N:17]2[C:18]([CH3:23])=[CH:19][CH:20]=[C:21]2[CH3:22])=[CH:15][CH:16]=1)[OH:24])=[O:7])([CH3:4])([CH3:2])[CH3:3]. The yield is 0.920.